From a dataset of Reaction yield outcomes from USPTO patents with 853,638 reactions. Predict the reaction yield, written as a fraction of the theoretical maximum amount of product (1.0 means a 100% yield; for example, 0.34 means a 34% yield). (1) The reactants are [F:1][CH:2]([F:22])[C:3]1[N:8]2[CH:9]=[N:10][CH:11]=[C:7]2[N:6]=[C:5]([C:12]2[CH:17]=[CH:16][C:15]([C:18]([F:21])([F:20])[F:19])=[CH:14][CH:13]=2)[CH:4]=1.C([O-])(=O)C.[Na+].[I:28]Cl. The catalyst is C(O)(=O)C.O. The product is [F:22][CH:2]([F:1])[C:3]1[N:8]2[CH:9]=[N:10][C:11]([I:28])=[C:7]2[N:6]=[C:5]([C:12]2[CH:13]=[CH:14][C:15]([C:18]([F:21])([F:20])[F:19])=[CH:16][CH:17]=2)[CH:4]=1. The yield is 1.00. (2) The reactants are [N+:1]([O-:4])([OH:3])=[O:2].S(=O)(=O)(O)O.[CH2:10]([C:12]1[S:13][C:14]([CH2:18][CH2:19]O)=[C:15]([CH3:17])[N:16]=1)[CH3:11].[OH-].[Na+]. The catalyst is CCCCCC.O. The product is [CH2:10]([C:12]1[S:13][C:14]([CH2:18][CH2:19][O:2][N+:1]([O-:4])=[O:3])=[C:15]([CH3:17])[N:16]=1)[CH3:11]. The yield is 0.580. (3) The yield is 0.960. The product is [Br:1][C:2]1[C:6]2[CH2:7][N:8]([C:11](=[O:12])[CH3:23])[CH2:9][CH2:10][C:5]=2[N:4]([CH2:18][CH:19]2[CH2:21][CH2:20]2)[N:3]=1. The catalyst is C(Cl)Cl. The reactants are [Br:1][C:2]1[C:6]2[CH2:7][N:8]([C:11](OC(C)(C)C)=[O:12])[CH2:9][CH2:10][C:5]=2[N:4]([CH2:18][CH:19]2[CH2:21][CH2:20]2)[N:3]=1.F[C:23](F)(F)C(O)=O.C(OC(=O)C)(=O)C. (4) The reactants are [CH2:1]([N:3]([CH2:18][CH3:19])[CH2:4][CH2:5][O:6][C:7]1[CH:12]=[CH:11][C:10]([CH:13]([NH2:17])[CH2:14][CH2:15][CH3:16])=[CH:9][CH:8]=1)[CH3:2].N1(CCOC2C=CC(C(=O)CCC)=CC=2)CCCC1. No catalyst specified. The product is [N:3]1([CH2:4][CH2:5][O:6][C:7]2[CH:8]=[CH:9][C:10]([CH:13]([NH2:17])[CH2:14][CH2:15][CH3:16])=[CH:11][CH:12]=2)[CH2:1][CH2:2][CH2:19][CH2:18]1. The yield is 0.450. (5) The reactants are [S:1]1[CH:5]=[CH:4][C:3]2[CH:6]=[C:7]([CH:10]=O)[CH:8]=[CH:9][C:2]1=2.[CH3:12][NH2:13].[BH4-].[Na+].O. The catalyst is CO. The product is [S:1]1[CH:5]=[CH:4][C:3]2[CH:6]=[C:7]([CH2:10][NH:13][CH3:12])[CH:8]=[CH:9][C:2]1=2. The yield is 0.890. (6) The reactants are [NH2:1][C:2]1[C:3]([C:27]([F:30])([F:29])[F:28])=[C:4]2[C:10]([C@@H:11]3[CH2:16][CH2:15][N:14]([C:17]([O:19][C:20]([CH3:23])([CH3:22])[CH3:21])=[O:18])[C:13]([CH3:25])([CH3:24])[CH2:12]3)=[CH:9][N:8]([CH3:26])[C:5]2=[N:6][CH:7]=1.[C:31]([C:33]1[CH:34]=[C:35]([CH:39]=[CH:40][CH:41]=1)[C:36](O)=[O:37])#[N:32].[I-].ClCC1C=CC=C[NH+]=1.CCN(C(C)C)C(C)C. The catalyst is C1COCC1.O. The product is [C:31]([C:33]1[CH:34]=[C:35]([CH:39]=[CH:40][CH:41]=1)[C:36]([NH:1][C:2]1[C:3]([C:27]([F:29])([F:28])[F:30])=[C:4]2[C:10]([C@@H:11]3[CH2:16][CH2:15][N:14]([C:17]([O:19][C:20]([CH3:21])([CH3:22])[CH3:23])=[O:18])[C:13]([CH3:24])([CH3:25])[CH2:12]3)=[CH:9][N:8]([CH3:26])[C:5]2=[N:6][CH:7]=1)=[O:37])#[N:32]. The yield is 0.768.